Dataset: Forward reaction prediction with 1.9M reactions from USPTO patents (1976-2016). Task: Predict the product of the given reaction. (1) Given the reactants [CH2:1]([N:8]([CH2:15][C:16]1[CH:21]=[CH:20][CH:19]=[CH:18][CH:17]=1)[CH2:9][C@@H:10]([F:14])[C:11](=[O:13])[CH3:12])[C:2]1[CH:7]=[CH:6][CH:5]=[CH:4][CH:3]=1.[C:22]([Si](C)(C)C)([F:25])([F:24])[F:23].CCCC[N+](CCCC)(CCCC)CCCC.[F-], predict the reaction product. The product is: [CH2:15]([N:8]([CH2:1][C:2]1[CH:3]=[CH:4][CH:5]=[CH:6][CH:7]=1)[CH2:9][CH:10]([F:14])[C@@:11]([CH3:12])([OH:13])[C:22]([F:25])([F:24])[F:23])[C:16]1[CH:17]=[CH:18][CH:19]=[CH:20][CH:21]=1. (2) Given the reactants [CH3:1][C@H:2]1[CH2:7][O:6][CH2:5][CH2:4][NH:3]1.[Br:8][C:9]1[CH:16]=[CH:15][C:12]([CH:13]=O)=[CH:11][C:10]=1[F:17].C(O[BH-](OC(=O)C)OC(=O)C)(=O)C.[Na+].Cl, predict the reaction product. The product is: [Br:8][C:9]1[CH:16]=[CH:15][C:12]([CH2:13][N:3]2[CH2:4][CH2:5][O:6][CH2:7][C@@H:2]2[CH3:1])=[CH:11][C:10]=1[F:17]. (3) Given the reactants CS(O[CH2:6][C@@H:7]([O:32][CH2:33][CH3:34])[CH2:8][C:9]1[CH:14]=[CH:13][C:12]([O:15][CH2:16][CH2:17][C:18]2[CH:23]=[CH:22][C:21]([NH:24][C:25]([O:27][C:28]([CH3:31])([CH3:30])[CH3:29])=[O:26])=[CH:20][CH:19]=2)=[CH:11][CH:10]=1)(=O)=O.[N-:35]=[N+]=[N-].[Na+].[H-].[H-].[H-].[H-].[Li+].[Al+3], predict the reaction product. The product is: [NH2:35][CH2:6][C@@H:7]([O:32][CH2:33][CH3:34])[CH2:8][C:9]1[CH:14]=[CH:13][C:12]([O:15][CH2:16][CH2:17][C:18]2[CH:23]=[CH:22][C:21]([NH:24][C:25](=[O:26])[O:27][C:28]([CH3:31])([CH3:30])[CH3:29])=[CH:20][CH:19]=2)=[CH:11][CH:10]=1. (4) The product is: [F:21][C:22]([F:26])([F:25])[CH2:23][NH:24][C:17]([C:4]1([CH2:1][CH:2]=[CH2:3])[C:16]2[CH:15]=[CH:14][CH:13]=[CH:12][C:11]=2[C:10]2[C:5]1=[CH:6][CH:7]=[CH:8][CH:9]=2)=[O:18]. Given the reactants [CH2:1]([C:4]1([C:17](Cl)=[O:18])[C:16]2[CH:15]=[CH:14][CH:13]=[CH:12][C:11]=2[C:10]2[C:5]1=[CH:6][CH:7]=[CH:8][CH:9]=2)[CH:2]=[CH2:3].Cl.[F:21][C:22]([F:26])([F:25])[CH2:23][NH2:24], predict the reaction product. (5) Given the reactants [CH3:1][O:2][N:3]([CH3:19])[C:4]1[N:9]=[C:8]([NH:10][CH2:11][CH2:12][CH3:13])[N:7]=[C:6]([NH:14][CH2:15][C:16]#[C:17][CH3:18])[N:5]=1.[ClH:20].C(OCC)C, predict the reaction product. The product is: [ClH:20].[CH3:1][O:2][N:3]([CH3:19])[C:4]1[N:9]=[C:8]([NH:10][CH2:11][CH2:12][CH3:13])[N:7]=[C:6]([NH:14][CH2:15][C:16]#[C:17][CH3:18])[N:5]=1. (6) The product is: [CH3:40][C:24]1[CH:23]=[CH:22][C:21]([NH:20][C:15]([C:14]2[CH:18]=[CH:19][C:11]([CH2:10][N:7]3[CH2:6][CH2:5][N:4]([CH3:3])[CH2:9][CH2:8]3)=[CH:12][CH:13]=2)=[O:17])=[CH:26][C:25]=1[NH:27][C:28]1[N:29]=[CH:30][CH:31]=[C:32]([C:34]2[CH:39]=[CH:38][CH:37]=[N:36][CH:35]=2)[N:33]=1. Given the reactants Cl.Cl.[CH3:3][N:4]1[CH2:9][CH2:8][N:7]([CH2:10][C:11]2[CH:19]=[CH:18][C:14]([C:15]([OH:17])=O)=[CH:13][CH:12]=2)[CH2:6][CH2:5]1.[NH2:20][C:21]1[CH:22]=[CH:23][C:24]([CH3:40])=[C:25]([NH:27][C:28]2[N:33]=[C:32]([C:34]3[CH:35]=[N:36][CH:37]=[CH:38][CH:39]=3)[CH:31]=[CH:30][N:29]=2)[CH:26]=1, predict the reaction product. (7) The product is: [CH3:29][N:30]([CH3:31])[C:1]([C:4]1[CH:5]=[C:6]([NH:10]/[C:11](=[C:18]2\[C:19](=[O:27])[NH:20][C:21]3[C:26]\2=[CH:25][CH:24]=[CH:23][CH:22]=3)/[C:12]2[CH:13]=[CH:14][CH:15]=[CH:16][CH:17]=2)[CH:7]=[CH:8][CH:9]=1)=[O:3]. Given the reactants [C:1]([C:4]1[CH:5]=[C:6]([NH:10]/[C:11](=[C:18]2\[C:19](=[O:27])[NH:20][C:21]3[C:26]\2=[CH:25][CH:24]=[CH:23][CH:22]=3)/[C:12]2[CH:17]=[CH:16][CH:15]=[CH:14][CH:13]=2)[CH:7]=[CH:8][CH:9]=1)([OH:3])=O.Cl.[CH3:29][NH:30][CH3:31].CN(C(ON1N=NC2C=CC=CC1=2)=[N+](C)C)C.[B-](F)(F)(F)F.C1C=CC2N(O)N=NC=2C=1, predict the reaction product.